This data is from Reaction yield outcomes from USPTO patents with 853,638 reactions. The task is: Predict the reaction yield, written as a fraction of the theoretical maximum amount of product (1.0 means a 100% yield; for example, 0.34 means a 34% yield). (1) The reactants are [F:1][C:2]1[CH:7]=[CH:6][C:5]([C:8](=O)[CH2:9][C:10]2[CH:15]=[CH:14][CH:13]=[CH:12][CH:11]=2)=[CH:4][C:3]=1[O:17][CH3:18].[CH3:19][C:20]([S@:23]([NH2:25])=[O:24])([CH3:22])[CH3:21]. The catalyst is C1COCC1. The product is [F:1][C:2]1[CH:7]=[CH:6][C:5](/[C:8](=[N:25]/[S@@:23]([C:20]([CH3:22])([CH3:21])[CH3:19])=[O:24])/[CH2:9][C:10]2[CH:15]=[CH:14][CH:13]=[CH:12][CH:11]=2)=[CH:4][C:3]=1[O:17][CH3:18]. The yield is 0.670. (2) The reactants are I[C:2]1[C:3]([CH3:12])=[CH:4][C:5]([CH3:11])=[C:6]([CH:10]=1)[C:7]([OH:9])=[O:8].[Li]CCCC.CN([CH:21]=[O:22])C. The catalyst is O1CCCC1. The product is [CH:21]([C:2]1[C:3]([CH3:12])=[CH:4][C:5]([CH3:11])=[C:6]([CH:10]=1)[C:7]([OH:9])=[O:8])=[O:22]. The yield is 0.740. (3) The reactants are [Br:1][C:2]1[CH:7]=[CH:6][C:5](Br)=[CH:4][N:3]=1.C([Li])CCC.CN(C)[CH:16]=[O:17]. The catalyst is C1COCC1.CCOCC. The product is [Br:1][C:2]1[N:3]=[CH:4][C:5]([CH:16]=[O:17])=[CH:6][CH:7]=1. The yield is 0.280.